Dataset: NCI-60 drug combinations with 297,098 pairs across 59 cell lines. Task: Regression. Given two drug SMILES strings and cell line genomic features, predict the synergy score measuring deviation from expected non-interaction effect. (1) Drug 1: CCCS(=O)(=O)NC1=C(C(=C(C=C1)F)C(=O)C2=CNC3=C2C=C(C=N3)C4=CC=C(C=C4)Cl)F. Drug 2: CC1C(C(=O)NC(C(=O)N2CCCC2C(=O)N(CC(=O)N(C(C(=O)O1)C(C)C)C)C)C(C)C)NC(=O)C3=C4C(=C(C=C3)C)OC5=C(C(=O)C(=C(C5=N4)C(=O)NC6C(OC(=O)C(N(C(=O)CN(C(=O)C7CCCN7C(=O)C(NC6=O)C(C)C)C)C)C(C)C)C)N)C. Cell line: SF-268. Synergy scores: CSS=45.3, Synergy_ZIP=25.7, Synergy_Bliss=27.9, Synergy_Loewe=24.5, Synergy_HSA=24.9. (2) Drug 1: CC1=C(C=C(C=C1)C(=O)NC2=CC(=CC(=C2)C(F)(F)F)N3C=C(N=C3)C)NC4=NC=CC(=N4)C5=CN=CC=C5. Drug 2: CCC1=C2CN3C(=CC4=C(C3=O)COC(=O)C4(CC)O)C2=NC5=C1C=C(C=C5)O. Cell line: UACC62. Synergy scores: CSS=19.0, Synergy_ZIP=3.43, Synergy_Bliss=-1.57, Synergy_Loewe=-37.5, Synergy_HSA=-8.70. (3) Drug 1: CN1CCC(CC1)COC2=C(C=C3C(=C2)N=CN=C3NC4=C(C=C(C=C4)Br)F)OC. Drug 2: CC1CCC2CC(C(=CC=CC=CC(CC(C(=O)C(C(C(=CC(C(=O)CC(OC(=O)C3CCCCN3C(=O)C(=O)C1(O2)O)C(C)CC4CCC(C(C4)OC)O)C)C)O)OC)C)C)C)OC. Cell line: M14. Synergy scores: CSS=10.8, Synergy_ZIP=-2.24, Synergy_Bliss=3.13, Synergy_Loewe=-8.51, Synergy_HSA=0.571.